From a dataset of Reaction yield outcomes from USPTO patents with 853,638 reactions. Predict the reaction yield, written as a fraction of the theoretical maximum amount of product (1.0 means a 100% yield; for example, 0.34 means a 34% yield). (1) The reactants are [Cl:1][C:2]1[C:7]([CH2:8][OH:9])=[C:6]([Cl:10])[CH:5]=[C:4]([CH3:11])[N:3]=1.C1C=C[NH+]=CC=1.[O-][Cr](Cl)(=O)=O. The catalyst is C(Cl)Cl. The product is [Cl:1][C:2]1[N:3]=[C:4]([CH3:11])[CH:5]=[C:6]([Cl:10])[C:7]=1[CH:8]=[O:9]. The yield is 0.780. (2) The reactants are [N+:1]([C:4]1([CH2:9][CH2:10][C:11]([O:13]C)=[O:12])[CH2:8][CH2:7][CH2:6][CH2:5]1)([O-:3])=[O:2].[OH-].[Na+]. The catalyst is C1COCC1. The product is [N+:1]([C:4]1([CH2:9][CH2:10][C:11]([OH:13])=[O:12])[CH2:8][CH2:7][CH2:6][CH2:5]1)([O-:3])=[O:2]. The yield is 0.970. (3) The reactants are CC(NC(C)C)C.C([Li])CCC.[Br:13][C:14]1[S:15][CH:16]=[CH:17][C:18]=1[CH3:19].CN(C)[CH:22]=[O:23]. The catalyst is C1COCC1. The product is [Br:13][C:14]1[S:15][C:16]([CH:22]=[O:23])=[CH:17][C:18]=1[CH3:19]. The yield is 0.890. (4) The product is [OH:1][C:2]1([O:21][CH3:22])[C:11]2[C:6](=[CH:7][CH:8]=[C:9]([C:12]3([C:15]([OH:17])=[O:16])[CH2:13][CH2:14]3)[CH:10]=2)[O:5][CH2:4][CH2:3]1. The yield is 0.440. The reactants are [O:1]=[C:2]1[C:11]2[C:6](=[CH:7][CH:8]=[C:9]([C:12]3([C:15]([O:17]C)=[O:16])[CH2:14][CH2:13]3)[CH:10]=2)[O:5][CH2:4][CH2:3]1.O[Li].[OH2:21].[CH3:22]O. The catalyst is O. (5) The reactants are [CH3:1][C:2]1[O:3][CH:4]=[CH:5][C:6]=1[CH3:7].[Br:8][C:9]1[CH:16]=[CH:15][CH:14]=[CH:13][C:10]=1[CH2:11]Br. The catalyst is C1COCC1. The product is [Br:8][C:9]1[CH:16]=[CH:15][CH:14]=[CH:13][C:10]=1[CH2:11][C:4]1[O:3][C:2]([CH3:1])=[C:6]([CH3:7])[CH:5]=1. The yield is 0.410. (6) The reactants are [CH3:1][C@:2]1([NH:7][C:8](=[O:14])[O:9][C:10]([CH3:13])([CH3:12])[CH3:11])[CH2:6][CH2:5][NH:4][CH2:3]1.C(=O)([O-])O.[Na+].[CH2:20]([O:27][C:28](Cl)=[O:29])[C:21]1[CH:26]=[CH:25][CH:24]=[CH:23][CH:22]=1. The catalyst is C(OCC)C. The product is [C:10]([O:9][C:8]([NH:7][C@@:2]1([CH3:1])[CH2:6][CH2:5][N:4]([C:28]([O:27][CH2:20][C:21]2[CH:26]=[CH:25][CH:24]=[CH:23][CH:22]=2)=[O:29])[CH2:3]1)=[O:14])([CH3:13])([CH3:12])[CH3:11]. The yield is 1.00. (7) The reactants are [OH:1][C:2]1[CH:9]=[CH:8][C:5]([CH2:6][OH:7])=[CH:4][CH:3]=1.[C:10](O)(=[O:13])[CH2:11][CH3:12]. The catalyst is C(#N)C. The product is [C:10]([O:7][CH2:6][C:5]1[CH:8]=[CH:9][C:2]([OH:1])=[CH:3][CH:4]=1)(=[O:13])[CH2:11][CH3:12]. The yield is 0.240.